From a dataset of Forward reaction prediction with 1.9M reactions from USPTO patents (1976-2016). Predict the product of the given reaction. (1) Given the reactants [C:1]([C:4]1[C:22](=[O:23])[C@@:8]2([CH3:24])[C:9]3[C:15]([OH:16])=[CH:14][C:13]([O:17][CH3:18])=[C:12]([C:19]([NH2:21])=[O:20])[C:10]=3[O:11][C:7]2=[CH:6][C:5]=1[OH:25])(=[O:3])[CH3:2].[F:26][C:27]1[CH:36]=[C:35]2[C:30]([CH:31]=[CH:32][C:33]([CH3:39])=[C:34]2[CH:37]=O)=[CH:29][CH:28]=1.C([SiH](CC)CC)C.FC(F)(F)C(O)=O, predict the reaction product. The product is: [C:1]([C:4]1[C:22](=[O:23])[C@@:8]2([CH3:24])[C:9]3[C:15]([OH:16])=[CH:14][C:13]([O:17][CH3:18])=[C:12]([C:19]([NH:21][CH2:37][C:34]4[C:35]5[C:30](=[CH:29][CH:28]=[C:27]([F:26])[CH:36]=5)[CH:31]=[CH:32][C:33]=4[CH3:39])=[O:20])[C:10]=3[O:11][C:7]2=[CH:6][C:5]=1[OH:25])(=[O:3])[CH3:2]. (2) Given the reactants Cl.[NH2:2][C@H:3]([C:9]([OH:11])=O)[CH2:4][CH2:5][CH2:6][CH2:7][NH2:8].[OH-].[Na+].C(O)CCCCC, predict the reaction product. The product is: [NH2:2][CH:3]1[CH2:4][CH2:5][CH2:6][CH2:7][NH:8][C:9]1=[O:11]. (3) Given the reactants [CH:1]1([C:4]2[N:5]([CH3:29])[C:6]([C:9]3[CH:10]=[C:11]([CH:19]=[C:20]([C:22]4[CH:27]=[CH:26][C:25]([CH3:28])=[CH:24][N:23]=4)[CH:21]=3)[C:12]([O:14]C(C)(C)C)=[O:13])=[N:7][N:8]=2)[CH2:3][CH2:2]1.FC(F)(F)C(O)=O.Cl, predict the reaction product. The product is: [CH:1]1([C:4]2[N:5]([CH3:29])[C:6]([C:9]3[CH:10]=[C:11]([CH:19]=[C:20]([C:22]4[CH:27]=[CH:26][C:25]([CH3:28])=[CH:24][N:23]=4)[CH:21]=3)[C:12]([OH:14])=[O:13])=[N:7][N:8]=2)[CH2:2][CH2:3]1. (4) Given the reactants Cl[C:2]1[C:3]2[N:10]=[C:9]([CH2:11][CH:12]3[CH2:14][CH2:13]3)[S:8][C:4]=2[N:5]=[CH:6][N:7]=1.[NH:15]1[C:23]2[C:18](=[CH:19][C:20]([NH2:24])=[CH:21][CH:22]=2)[CH:17]=[N:16]1, predict the reaction product. The product is: [CH:12]1([CH2:11][C:9]2[S:8][C:4]3[N:5]=[CH:6][N:7]=[C:2]([NH:24][C:20]4[CH:19]=[C:18]5[C:23](=[CH:22][CH:21]=4)[NH:15][N:16]=[CH:17]5)[C:3]=3[N:10]=2)[CH2:14][CH2:13]1. (5) Given the reactants [CH2:1]1[S:5][C@@H:4]([CH2:6][CH2:7][CH2:8][CH2:9][C:10](NCCCCCC(ON2C(=O)C(S([O-])(=O)=O)CC2=O)=O)=[O:11])[C@H:3]2[NH:32][C:33]([NH:35][C@@H:2]12)=[O:34].[Na+].[OH:37]P([O-])(O)=O.OP([O-])([O-])=O.[Na+].[Na+].[Na+].[Cl-].[Cl-].[K+].[K+].OP([O-])(O)=O.[K+].OP([O-])([O-])=O.[K+].[K+].[Na+].[Cl-].Cl.CN1C(=O)C=CS1.[Cl-].[Cl-].[Ca+2], predict the reaction product. The product is: [OH:37][C:10]([CH2:9][CH2:8][CH2:7][CH2:6][C@H:4]1[C@@H:3]2[C@@H:2]([NH:35][C:33]([NH:32]2)=[O:34])[CH2:1][S:5]1)=[O:11]. (6) Given the reactants [CH3:1][C:2]1([C:7]2[O:11][C:10]([CH2:12][N:13]3[CH:17]=[CH:16][C:15]([NH2:18])=[N:14]3)=[CH:9][CH:8]=2)[O:6]CCO1.[CH3:19][O:20][C:21]1[CH:22]=[C:23]([C:27]2[O:31][CH:30]=[N:29][C:28]=2[C:32](O)=[O:33])[CH:24]=[CH:25][CH:26]=1, predict the reaction product. The product is: [C:2]([C:7]1[O:11][C:10]([CH2:12][N:13]2[CH:17]=[CH:16][C:15]([NH:18][C:32]([C:28]3[N:29]=[CH:30][O:31][C:27]=3[C:23]3[CH:24]=[CH:25][CH:26]=[C:21]([O:20][CH3:19])[CH:22]=3)=[O:33])=[N:14]2)=[CH:9][CH:8]=1)(=[O:6])[CH3:1]. (7) Given the reactants [CH3:1][O:2][C:3]1[CH:40]=[CH:39][C:6]([CH2:7][N:8]([CH2:30][C:31]2[CH:36]=[CH:35][C:34]([O:37][CH3:38])=[CH:33][CH:32]=2)[C:9]2[N:14]=[C:13]([CH3:15])[N:12]=[C:11]([C:16]3[C:17]([NH:22][C:23]4[CH:24]=[CH:25][C:26]([NH2:29])=[N:27][CH:28]=4)=[N:18][CH:19]=[CH:20][CH:21]=3)[N:10]=2)=[CH:5][CH:4]=1.[N:41]([CH:44]([CH3:46])[CH3:45])=[C:42]=[O:43], predict the reaction product. The product is: [CH3:1][O:2][C:3]1[CH:4]=[CH:5][C:6]([CH2:7][N:8]([CH2:30][C:31]2[CH:32]=[CH:33][C:34]([O:37][CH3:38])=[CH:35][CH:36]=2)[C:9]2[N:14]=[C:13]([CH3:15])[N:12]=[C:11]([C:16]3[C:17]([NH:22][C:23]4[CH:24]=[CH:25][C:26]([NH:29][C:42]([NH:41][CH:44]([CH3:46])[CH3:45])=[O:43])=[N:27][CH:28]=4)=[N:18][CH:19]=[CH:20][CH:21]=3)[N:10]=2)=[CH:39][CH:40]=1.